Dataset: Full USPTO retrosynthesis dataset with 1.9M reactions from patents (1976-2016). Task: Predict the reactants needed to synthesize the given product. (1) Given the product [CH:8]1([CH2:11][CH2:12][NH:13][C:14]2[N:22]=[C:21]3[C:17]([N:18]=[C:19]([O:23][CH3:24])[N:20]3[CH2:37][CH:38]3[CH2:42][CH2:41][O:40][CH2:39]3)=[C:16]([NH2:25])[N:15]=2)[CH2:10][CH2:9]1, predict the reactants needed to synthesize it. The reactants are: FC(F)(F)C(O)=O.[CH:8]1([CH2:11][CH2:12][NH:13][C:14]2[N:22]=[C:21]3[C:17]([N:18]=[C:19]([O:23][CH3:24])[NH:20]3)=[C:16]([NH2:25])[N:15]=2)[CH2:10][CH2:9]1.C(=O)([O-])[O-].[K+].[K+].CS(O[CH2:37][CH:38]1[CH2:42][CH2:41][O:40][CH2:39]1)(=O)=O. (2) The reactants are: C[O:2][C:3]([C:5]1[CH:13]=[C:12]2[C:8]([C:9]([CH:32]3[CH2:37][CH2:36][CH2:35][CH2:34][CH2:33]3)=[C:10]([C:23]3[CH:28]=[CH:27][C:26]([NH2:29])=[C:25]([CH:30]=O)[CH:24]=3)[N:11]2[CH2:14][C:15]([N:17]2[CH2:22][CH2:21][O:20][CH2:19][CH2:18]2)=[O:16])=[CH:7][CH:6]=1)=[O:4].[F:38][C:39]([F:50])([F:49])[C:40]1[CH:41]=[C:42]([C:46](=O)[CH3:47])[CH:43]=[CH:44][CH:45]=1. Given the product [CH:32]1([C:9]2[C:8]3[C:12](=[CH:13][C:5]([C:3]([OH:4])=[O:2])=[CH:6][CH:7]=3)[N:11]([CH2:14][C:15]([N:17]3[CH2:18][CH2:19][O:20][CH2:21][CH2:22]3)=[O:16])[C:10]=2[C:23]2[CH:24]=[C:25]3[C:26](=[CH:27][CH:28]=2)[N:29]=[C:46]([C:42]2[CH:43]=[CH:44][CH:45]=[C:40]([C:39]([F:50])([F:49])[F:38])[CH:41]=2)[CH:47]=[CH:30]3)[CH2:37][CH2:36][CH2:35][CH2:34][CH2:33]1, predict the reactants needed to synthesize it. (3) The reactants are: [NH2:1][C:2]1[CH:7]=[CH:6][C:5]([Cl:8])=[CH:4][C:3]=1[C:9]([C:11]1[CH:16]=[CH:15][CH:14]=[CH:13][CH:12]=1)=O.[C:17](OCC)(=[O:24])[CH2:18][C:19]([O:21][CH2:22][CH3:23])=[O:20].N1CCCCC1. Given the product [Cl:8][C:5]1[CH:4]=[C:3]2[C:2](=[CH:7][CH:6]=1)[NH:1][C:17](=[O:24])[C:18]([C:19]([O:21][CH2:22][CH3:23])=[O:20])=[C:9]2[C:11]1[CH:16]=[CH:15][CH:14]=[CH:13][CH:12]=1, predict the reactants needed to synthesize it.